This data is from Forward reaction prediction with 1.9M reactions from USPTO patents (1976-2016). The task is: Predict the product of the given reaction. (1) Given the reactants [CH3:1][O:2][C:3](=[O:61])[NH:4][C@@H:5]([CH:58]([CH3:60])[CH3:59])[C:6]([N:8]1[CH2:12][CH2:11][CH2:10][CH:9]1[C:13]1[NH:14][C:15]([C:18]2[CH:23]=[C:22]3[CH2:24][O:25][C:26]4[CH:57]=[C:56]5[C:29]([CH:30]=[CH:31][C:32]6[N:36]=[C:35]([C@H:37]7[N:41]([C:42](=[O:52])[C@@H:43]([NH:47][C:48]([O:50][CH3:51])=[O:49])[CH:44]([CH3:46])[CH3:45])[C@H:40]8[CH2:53][CH2:54][CH2:55][C@H:39]8[CH2:38]7)[NH:34][C:33]=65)=[CH:28][C:27]=4[C:21]3=[CH:20][CH:19]=2)=[CH:16][N:17]=1)=[O:7].[CH3:62][O:63][C:64](N[C@@H](C(C)C)C(O)=O)=O, predict the reaction product. The product is: [CH3:1][O:2][C:3](=[O:61])[NH:4][C@@H:5]([CH:58]1[CH2:60][CH2:64][O:63][CH2:62][CH2:59]1)[C:6]([N:8]1[CH2:12][CH2:11][CH2:10][CH:9]1[C:13]1[NH:14][C:15]([C:18]2[CH:23]=[C:22]3[CH2:24][O:25][C:26]4[CH:57]=[C:56]5[C:29]([CH:30]=[CH:31][C:32]6[N:36]=[C:35]([C@H:37]7[N:41]([C:42](=[O:52])[C@@H:43]([NH:47][C:48]([O:50][CH3:51])=[O:49])[CH:44]([CH3:46])[CH3:45])[C@H:40]8[CH2:53][CH2:54][CH2:55][C@H:39]8[CH2:38]7)[NH:34][C:33]=65)=[CH:28][C:27]=4[C:21]3=[CH:20][CH:19]=2)=[CH:16][N:17]=1)=[O:7]. (2) Given the reactants [Cl:1][C:2]1[CH:7]=[CH:6][C:5]([C:8]2[N:13]=[CH:12][C:11](=[O:14])[NH:10][N:9]=2)=[CH:4][CH:3]=1.[H-].[Na+].Cl[CH2:18][C:19]#[C:20][CH2:21][CH3:22], predict the reaction product. The product is: [CH2:18]([N:10]1[C:11](=[O:14])[CH:12]=[N:13][C:8]([C:5]2[CH:4]=[CH:3][C:2]([Cl:1])=[CH:7][CH:6]=2)=[N:9]1)[C:19]#[C:20][CH2:21][CH3:22]. (3) Given the reactants [CH3:1][Mg]I.[F:4][C:5]([F:19])([F:18])[CH2:6][CH:7]([CH3:17])[C:8]([C:10]1[CH:15]=[CH:14][C:13]([CH3:16])=[CH:12][CH:11]=1)=O.Cl, predict the reaction product. The product is: [CH3:16][C:13]1[CH:14]=[CH:15][C:10]([C:8]([CH:7]([CH3:17])[CH2:6][C:5]([F:19])([F:18])[F:4])=[CH2:1])=[CH:11][CH:12]=1. (4) Given the reactants C1C(=O)N([O:8][C:9]([O:11][N:12]2[C:17](=[O:18])[CH2:16][CH2:15][C:13]2=[O:14])=[O:10])C(=O)C1.CCN(CC)CC.[CH3:26][CH2:27][O:28][C:29]([CH3:31])=O, predict the reaction product. The product is: [O:28]1[CH2:29][CH2:31][C@H:26]([O:8][C:9](=[O:10])[O:11][N:12]2[C:13](=[O:14])[CH2:15][CH2:16][C:17]2=[O:18])[CH2:27]1.